Binary Classification. Given a drug SMILES string, predict its activity (active/inactive) in a high-throughput screening assay against a specified biological target. From a dataset of HIV replication inhibition screening data with 41,000+ compounds from the AIDS Antiviral Screen. The molecule is COc1cc(NC(C)=O)c2[nH]c3c(C)cc(NC(C)=O)c(C)c3c2c1. The result is 0 (inactive).